Dataset: Full USPTO retrosynthesis dataset with 1.9M reactions from patents (1976-2016). Task: Predict the reactants needed to synthesize the given product. Given the product [F:2][C:3]1[CH:4]=[CH:5][C:6]2[N:10]=[C:9]([CH2:11][NH:12][C:21]3[N:29]=[CH:28][N:27]=[C:26]4[C:22]=3[N:23]=[CH:24][N:25]4[CH:30]3[CH2:35][CH2:34][CH2:33][CH2:32][O:31]3)[N:8]([C:13]3[CH:18]=[CH:17][CH:16]=[CH:15][CH:14]=3)[C:7]=2[CH:19]=1, predict the reactants needed to synthesize it. The reactants are: Cl.[F:2][C:3]1[CH:4]=[CH:5][C:6]2[N:10]=[C:9]([CH2:11][NH2:12])[N:8]([C:13]3[CH:18]=[CH:17][CH:16]=[CH:15][CH:14]=3)[C:7]=2[CH:19]=1.Cl[C:21]1[N:29]=[CH:28][N:27]=[C:26]2[C:22]=1[N:23]=[CH:24][N:25]2[CH:30]1[CH2:35][CH2:34][CH2:33][CH2:32][O:31]1.C(N(CC)CC)C.